Dataset: Reaction yield outcomes from USPTO patents with 853,638 reactions. Task: Predict the reaction yield, written as a fraction of the theoretical maximum amount of product (1.0 means a 100% yield; for example, 0.34 means a 34% yield). The reactants are [F:1][C:2]1[C:3]([NH:18][C@@H:19]2[CH2:24][CH2:23][CH2:22][N:21]([C:25](=[O:28])[CH:26]=[CH2:27])[CH2:20]2)=[N:4][C:5]([NH:8][C:9]2[CH:10]=[C:11]3[C:15](=[CH:16][CH:17]=2)[CH2:14][NH:13][CH2:12]3)=[N:6][CH:7]=1.[CH:29]([CH:31]1[CH2:36][CH2:35][N:34]([C:37]([O:39][C:40]([CH3:43])([CH3:42])[CH3:41])=[O:38])[CH2:33][CH2:32]1)=O.[BH3-]C#N.[Na+]. The catalyst is CO. The product is [C:25]([N:21]1[CH2:22][CH2:23][CH2:24][C@@H:19]([NH:18][C:3]2[C:2]([F:1])=[CH:7][N:6]=[C:5]([NH:8][C:9]3[CH:10]=[C:11]4[C:15](=[CH:16][CH:17]=3)[CH2:14][N:13]([CH2:29][CH:31]3[CH2:36][CH2:35][N:34]([C:37]([O:39][C:40]([CH3:41])([CH3:43])[CH3:42])=[O:38])[CH2:33][CH2:32]3)[CH2:12]4)[N:4]=2)[CH2:20]1)(=[O:28])[CH:26]=[CH2:27]. The yield is 0.725.